From a dataset of Forward reaction prediction with 1.9M reactions from USPTO patents (1976-2016). Predict the product of the given reaction. (1) Given the reactants [F:1][C:2]1[CH:7]=[CH:6][C:5]([C:8]([C:10]([C:12]2[CH:17]=[CH:16][C:15]([F:18])=[CH:14][CH:13]=2)=O)=O)=[CH:4][CH:3]=1.[C@@H:19]1([NH2:26])[CH2:24][CH2:23][CH2:22][CH2:21][C@H:20]1[NH2:25], predict the reaction product. The product is: [F:1][C:2]1[CH:7]=[CH:6][C:5]([C:8]2[C:10]([C:12]3[CH:17]=[CH:16][C:15]([F:18])=[CH:14][CH:13]=3)=[N:26][CH:19]3[CH:20]([CH2:21][CH2:22][CH2:23][CH2:24]3)[N:25]=2)=[CH:4][CH:3]=1. (2) Given the reactants [F:1][C:2]1[C:7]([F:8])=[CH:6][CH:5]=[CH:4][C:3]=1[C:9]1([OH:20])[CH2:12][N:11]([C:13]([O:15][C:16]([CH3:19])([CH3:18])[CH3:17])=[O:14])[CH2:10]1.[H-].[Na+].[CH3:23]I.[Cl-].[Li+], predict the reaction product. The product is: [F:1][C:2]1[C:7]([F:8])=[CH:6][CH:5]=[CH:4][C:3]=1[C:9]1([O:20][CH3:23])[CH2:12][N:11]([C:13]([O:15][C:16]([CH3:17])([CH3:19])[CH3:18])=[O:14])[CH2:10]1. (3) Given the reactants C([O:8][C:9]1[CH:10]=[C:11]2[C:17]3([CH2:22][CH2:21][N:20]([C:23]([O:25][C:26]([CH3:29])([CH3:28])[CH3:27])=[O:24])[CH2:19][CH2:18]3)[CH2:16][N:15]([C:30]3[C:31]4[C@H:38]([CH3:39])[CH2:37][CH2:36][C:32]=4[N:33]=[CH:34][N:35]=3)[C:12]2=[CH:13][CH:14]=1)C1C=CC=CC=1, predict the reaction product. The product is: [OH:8][C:9]1[CH:10]=[C:11]2[C:17]3([CH2:22][CH2:21][N:20]([C:23]([O:25][C:26]([CH3:27])([CH3:28])[CH3:29])=[O:24])[CH2:19][CH2:18]3)[CH2:16][N:15]([C:30]3[C:31]4[C@H:38]([CH3:39])[CH2:37][CH2:36][C:32]=4[N:33]=[CH:34][N:35]=3)[C:12]2=[CH:13][CH:14]=1. (4) Given the reactants [NH:1]([C:16]([O:18][C:19]([CH3:22])([CH3:21])[CH3:20])=[O:17])[C@H:2]([C:13]([OH:15])=O)[CH2:3][C:4]1[CH:9]=[CH:8][C:7]([N+:10]([O-:12])=[O:11])=[CH:6][CH:5]=1.CN1CCOCC1.ClC(OCC(C)C)=O.[CH2:38]([NH2:45])[C:39]1[CH:44]=[CH:43][CH:42]=[CH:41][CH:40]=1, predict the reaction product. The product is: [C:19]([O:18][C:16](=[O:17])[NH:1][C@H:2]([C:13](=[O:15])[NH:45][CH2:38][C:39]1[CH:44]=[CH:43][CH:42]=[CH:41][CH:40]=1)[CH2:3][C:4]1[CH:5]=[CH:6][C:7]([N+:10]([O-:12])=[O:11])=[CH:8][CH:9]=1)([CH3:22])([CH3:21])[CH3:20]. (5) The product is: [CH3:9][C:8]1[C:3]([C:1]#[N:2])=[C:4]([O:10][C@@H:11]2[CH2:12][CH2:13][C@@H:14]([CH3:24])[NH:15][CH2:16]2)[N:5]=[CH:6][CH:7]=1. Given the reactants [C:1]([C:3]1[C:4]([O:10][C@@H:11]2[CH2:16][N:15](C(OC(C)(C)C)=O)[C@H:14]([CH3:24])[CH2:13][CH2:12]2)=[N:5][CH:6]=[CH:7][C:8]=1[CH3:9])#[N:2].Cl, predict the reaction product. (6) Given the reactants [CH3:1][O:2][C:3]1[CH:4]=[CH:5][CH:6]=[C:7]2[C:12]=1[N:11]=[CH:10][CH:9]=[C:8]2O.O=P(Cl)(Cl)[Cl:16], predict the reaction product. The product is: [Cl:16][C:8]1[C:7]2[C:12](=[C:3]([O:2][CH3:1])[CH:4]=[CH:5][CH:6]=2)[N:11]=[CH:10][CH:9]=1. (7) Given the reactants [F:1][C:2]1[CH:3]=[C:4]([C:8]2[C:9]([C:20](O)=[O:21])=[CH:10][C:11]([CH:18]=[CH2:19])=[C:12]3[C:17]=2[N:16]=[CH:15][CH:14]=[CH:13]3)[CH:5]=[CH:6][CH:7]=1.Cl.[CH3:24][NH:25][O:26][CH3:27].F[P-](F)(F)(F)(F)F.N1(O[P+](N(C)C)(N(C)C)N(C)C)C2C=CC=CC=2N=N1.C(N(CC)C(C)C)(C)C, predict the reaction product. The product is: [F:1][C:2]1[CH:3]=[C:4]([C:8]2[C:9]([C:20]([N:25]([O:26][CH3:27])[CH3:24])=[O:21])=[CH:10][C:11]([CH:18]=[CH2:19])=[C:12]3[C:17]=2[N:16]=[CH:15][CH:14]=[CH:13]3)[CH:5]=[CH:6][CH:7]=1. (8) Given the reactants [CH2:1]1[C:7]2[CH:8]=[CH:9][CH:10]=[CH:11][C:6]=2[CH2:5][CH2:4][N:3]([C:12](=[O:17])[C:13]([F:16])([F:15])[F:14])[CH2:2]1.[C:18](Cl)(=[O:20])[CH3:19].[Cl-].[Al+3].[Cl-].[Cl-], predict the reaction product. The product is: [C:18]([C:9]1[CH:10]=[CH:11][C:6]2[CH2:5][CH2:4][N:3]([C:12](=[O:17])[C:13]([F:16])([F:14])[F:15])[CH2:2][CH2:1][C:7]=2[CH:8]=1)(=[O:20])[CH3:19]. (9) Given the reactants [CH3:1][C@H:2]1[CH2:8][NH:7][CH2:6][C:5]2[CH:9]=[CH:10][C:11]([C:13]([O:15]C)=O)=[CH:12][C:4]=2[O:3]1.[NH2:17][OH:18].[OH-].[Na+], predict the reaction product. The product is: [OH:18][NH:17][C:13]([C:11]1[CH:10]=[CH:9][C:5]2[CH2:6][NH:7][CH2:8][C@H:2]([CH3:1])[O:3][C:4]=2[CH:12]=1)=[O:15].